This data is from Catalyst prediction with 721,799 reactions and 888 catalyst types from USPTO. The task is: Predict which catalyst facilitates the given reaction. Reactant: [O:1]=[S:2]1(=[O:23])[CH2:6][CH2:5][CH2:4][N:3]1[C:7]1[CH:12]=[CH:11][C:10]([C:13]23[CH2:21][CH:17]4[CH2:18][CH:19]([CH2:20]2)[C:15]([NH2:22])([CH2:16]4)[CH2:14]3)=[CH:9][CH:8]=1.C([O-])([O-])=O.[K+].[K+].Cl[CH2:31][C:32]([N:34]1[CH2:38][CH2:37][CH2:36][C@H:35]1[C:39]#[N:40])=[O:33]. Product: [O:1]=[S:2]1(=[O:23])[CH2:6][CH2:5][CH2:4][N:3]1[C:7]1[CH:8]=[CH:9][C:10]([C:13]23[CH2:21][CH:17]4[CH2:16][C:15]([NH:22][CH2:31][C:32]([N:34]5[CH2:38][CH2:37][CH2:36][C@H:35]5[C:39]#[N:40])=[O:33])([CH2:14]2)[CH:19]([CH2:18]4)[CH2:20]3)=[CH:11][CH:12]=1. The catalyst class is: 197.